This data is from Full USPTO retrosynthesis dataset with 1.9M reactions from patents (1976-2016). The task is: Predict the reactants needed to synthesize the given product. (1) Given the product [F:5][C:6]1[CH:7]=[C:8]([N+:1]([O-:4])=[O:2])[C:9]([OH:15])=[C:10]([C:12](=[O:14])[CH3:13])[CH:11]=1, predict the reactants needed to synthesize it. The reactants are: [N+:1]([O-:4])(O)=[O:2].[F:5][C:6]1[CH:7]=[CH:8][C:9]([OH:15])=[C:10]([C:12](=[O:14])[CH3:13])[CH:11]=1. (2) The reactants are: [N+:1]([C:4]1[CH:5]=[C:6]([C:25]2[CH:30]=[CH:29][CH:28]=[CH:27][CH:26]=2)[CH:7]=[CH:8][C:9]=1[C:10]([NH:12][C:13]1([C:21]([O:23][CH3:24])=[O:22])[CH2:20][CH2:19][CH2:18][CH2:17][CH2:16][CH2:15][CH2:14]1)=[O:11])([O-])=O. Given the product [NH2:1][C:4]1[CH:5]=[C:6]([C:25]2[CH:26]=[CH:27][CH:28]=[CH:29][CH:30]=2)[CH:7]=[CH:8][C:9]=1[C:10]([NH:12][C:13]1([C:21]([O:23][CH3:24])=[O:22])[CH2:20][CH2:19][CH2:18][CH2:17][CH2:16][CH2:15][CH2:14]1)=[O:11], predict the reactants needed to synthesize it.